This data is from Reaction yield outcomes from USPTO patents with 853,638 reactions. The task is: Predict the reaction yield, written as a fraction of the theoretical maximum amount of product (1.0 means a 100% yield; for example, 0.34 means a 34% yield). (1) The catalyst is CC(C)=O.C(OCC)(=O)C. The reactants are [CH3:1][O:2][C:3]1[CH:12]=[C:11]2[C:6]([N:7]=[C:8]([CH3:14])[C:9](=[O:13])[NH:10]2)=[CH:5][CH:4]=1.[H-].[Na+].FC1C=C2C(C=CC(=O)N2CCN2CCC(NCC3C=CC4OCC(=O)NC=4N=3)CC2)=CC=1.COC1C=C2C(C=CC(=O)N2[CH2:62][CH2:63][N:64]2[CH2:69][CH2:68][CH:67]([NH:70][C:71](=[O:77])[O:72][C:73]([CH3:76])([CH3:75])[CH3:74])[CH2:66][CH2:65]2)=CC=1. The yield is 0.100. The product is [CH3:1][O:2][C:3]1[CH:12]=[C:11]2[C:6]([N:7]=[C:8]([CH3:14])[C:9](=[O:13])[N:10]2[CH2:62][CH2:63][N:64]2[CH2:69][CH2:68][CH:67]([NH:70][C:71](=[O:77])[O:72][C:73]([CH3:76])([CH3:75])[CH3:74])[CH2:66][CH2:65]2)=[CH:5][CH:4]=1. (2) The reactants are [Br:1][C:2]1[CH:10]=[C:6]([C:7]([OH:9])=O)[C:5]([OH:11])=[CH:4][CH:3]=1.[NH2:12][C:13]1[S:14][CH:15]=[CH:16][N:17]=1. No catalyst specified. The product is [Br:1][C:2]1[CH:3]=[CH:4][C:5]([OH:11])=[C:6]([CH:10]=1)[C:7]([NH:12][C:13]1[S:14][CH:15]=[CH:16][N:17]=1)=[O:9]. The yield is 0.120.